Dataset: Full USPTO retrosynthesis dataset with 1.9M reactions from patents (1976-2016). Task: Predict the reactants needed to synthesize the given product. (1) Given the product [ClH:13].[NH2:2][CH2:3][C:4]([CH3:10])([CH3:9])[CH2:5][C:6]([O:8][CH3:15])=[O:7], predict the reactants needed to synthesize it. The reactants are: Cl.[NH2:2][CH2:3][C:4]([CH3:10])([CH3:9])[CH2:5][C:6]([OH:8])=[O:7].O=S(Cl)[Cl:13].[CH3:15]O. (2) The reactants are: [CH3:1][C:2]([C:4]1[CH:9]=[CH:8][C:7]([Br:10])=[CH:6][CH:5]=1)=[O:3].[CH:11]([O:13][CH3:14])=[O:12].C[O-].[Na+].S(O[CH3:23])(O)(=O)=O.S(=O)(=O)(O)O.[OH-].[Na+]. Given the product [Br:10][C:7]1[CH:8]=[CH:9][C:4]([C:2](=[O:3])[CH2:1][CH:11]([O:12][CH3:23])[O:13][CH3:14])=[CH:5][CH:6]=1, predict the reactants needed to synthesize it. (3) Given the product [Cl:1][C:2]1[CH:3]=[CH:4][C:5]([C:6]([NH:8][C:9]2[CH:18]=[C:17]3[C:12]([CH:13]=[CH:14][CH:15]=[C:16]3[N:19]3[CH2:24][CH2:23][N:22]([CH2:27][CH2:28][CH3:29])[CH2:21][CH2:20]3)=[CH:11][CH:10]=2)=[O:7])=[CH:25][CH:26]=1, predict the reactants needed to synthesize it. The reactants are: [Cl:1][C:2]1[CH:26]=[CH:25][C:5]([C:6]([NH:8][C:9]2[CH:18]=[C:17]3[C:12]([CH:13]=[CH:14][CH:15]=[C:16]3[N:19]3[CH2:24][CH2:23][NH:22][CH2:21][CH2:20]3)=[CH:11][CH:10]=2)=[O:7])=[CH:4][CH:3]=1.[CH:27](=O)[CH2:28][CH3:29].C([BH3-])#N.[Na+]. (4) The reactants are: [Cl:1][C:2]1[CH:7]=[C:6](I)[CH:5]=[CH:4][C:3]=1[NH:9][C:10](=[O:18])[CH:11]([O:14][C:15](=[O:17])[CH3:16])[CH2:12]C.[NH2:19][C:20]1[CH:25]=[CH:24][C:23]([SH:26])=[CH:22][CH:21]=1.[C:27](=O)([O-])[O-].[K+].[K+]. Given the product [Cl:1][C:2]1[CH:7]=[C:6]([S:26][C:23]2[CH:24]=[CH:25][C:20]([NH2:19])=[CH:21][CH:22]=2)[CH:5]=[CH:4][C:3]=1[NH:9][C:10](=[O:18])[C:11]([O:14][C:15](=[O:17])[CH3:16])([CH3:12])[CH3:27], predict the reactants needed to synthesize it. (5) The reactants are: [N+]([C:4]1[CH:9]=[CH:8][N:7]=[C:6]([NH:10][C:11]([CH:13]2[CH2:15][CH2:14]2)=[O:12])[CH:5]=1)([O-])=O.[OH:16][C:17]1[CH:18]=[C:19]2[C:24](=[CH:25][CH:26]=1)[C:23]([C:27]([OH:29])=[O:28])=[N:22][CH:21]=[CH:20]2.C(=O)([O-])[O-].[K+].[K+]. Given the product [CH:13]1([C:11]([NH:10][C:6]2[CH:5]=[C:4]([O:16][C:17]3[CH:18]=[C:19]4[C:24](=[CH:25][CH:26]=3)[C:23]([C:27]([OH:29])=[O:28])=[N:22][CH:21]=[CH:20]4)[CH:9]=[CH:8][N:7]=2)=[O:12])[CH2:15][CH2:14]1, predict the reactants needed to synthesize it. (6) The reactants are: B(Br)(Br)Br.C[O:6][C:7]1[CH:19]=[CH:18][C:10]([C:11]([C:13]2[CH:17]=[CH:16][O:15][N:14]=2)=[O:12])=[CH:9][CH:8]=1.CO. Given the product [OH:6][C:7]1[CH:19]=[CH:18][C:10]([C:11]([C:13]2[CH:17]=[CH:16][O:15][N:14]=2)=[O:12])=[CH:9][CH:8]=1, predict the reactants needed to synthesize it. (7) Given the product [F:24][C:19]1[CH:20]=[CH:21][CH:22]=[CH:23][C:18]=1[C:16]([C:4]1[C:5]([CH3:15])=[C:6]([O:13][CH3:14])[C:7]2[C:12](=[CH:11][CH:10]=[CH:9][CH:8]=2)[C:3]=1[OH:2])=[O:17], predict the reactants needed to synthesize it. The reactants are: C[O:2][C:3]1[C:12]2[C:7](=[CH:8][CH:9]=[CH:10][CH:11]=2)[C:6]([O:13][CH3:14])=[C:5]([CH3:15])[C:4]=1[C:16]([C:18]1[CH:23]=[CH:22][CH:21]=[CH:20][C:19]=1[F:24])=[O:17].